This data is from Forward reaction prediction with 1.9M reactions from USPTO patents (1976-2016). The task is: Predict the product of the given reaction. (1) Given the reactants [OH:1][C@H:2]1[C@H:6]2[O:7][CH2:8][C@@H:9](OS(C3C=CC(C)=CC=3)(=O)=O)[C@H:5]2[O:4][CH2:3]1.[N-:21]=[N+:22]=[N-:23].[Na+], predict the reaction product. The product is: [N:21]([C@@H:9]1[C@H:5]2[O:4][CH2:3][C@@H:2]([OH:1])[C@H:6]2[O:7][CH2:8]1)=[N+:22]=[N-:23]. (2) The product is: [NH2:61][C:57]1[CH:56]=[C:55]([CH2:54][S:51]([NH:50][CH2:49][CH2:48][O:47][Si:46]([C:42]([CH3:45])([CH3:44])[CH3:43])([C:70]2[CH:75]=[CH:74][CH:73]=[CH:72][CH:71]=2)[C:64]2[CH:65]=[CH:66][CH:67]=[CH:68][CH:69]=2)(=[O:52])=[O:53])[CH:60]=[CH:59][CH:58]=1. Given the reactants C([Si](C1C=CC=CC=1)(C1C=CC=CC=1)OCCN)(C)(C)C.N1C=CC=CC=1.[N+](C1C=C(CS(Cl)(=O)=O)C=CC=1)([O-])=O.[C:42]([Si:46]([C:70]1[CH:75]=[CH:74][CH:73]=[CH:72][CH:71]=1)([C:64]1[CH:69]=[CH:68][CH:67]=[CH:66][CH:65]=1)[O:47][CH2:48][CH2:49][NH:50][S:51]([CH2:54][C:55]1[CH:60]=[CH:59][CH:58]=[C:57]([N+:61]([O-])=O)[CH:56]=1)(=[O:53])=[O:52])([CH3:45])([CH3:44])[CH3:43], predict the reaction product. (3) Given the reactants [CH3:1][C:2]1([C:8]2[CH:13]=[CH:12][CH:11]=[CH:10][CH:9]=2)[C:5](=[O:6])[CH2:4][C:3]1=[O:7].[CH3:14][C:15]1[CH:31]=[CH:30][C:18]2[S:19][C:20]([CH:22]([C:24]3[CH:29]=[CH:28][CH:27]=[CH:26][CH:25]=3)O)=[CH:21][C:17]=2[CH:16]=1, predict the reaction product. The product is: [OH:6][C:5]1[C:2]([CH3:1])([C:8]2[CH:13]=[CH:12][CH:11]=[CH:10][CH:9]=2)[C:3](=[O:7])[C:4]=1[CH:22]([C:20]1[S:19][C:18]2[CH:30]=[CH:31][C:15]([CH3:14])=[CH:16][C:17]=2[CH:21]=1)[C:24]1[CH:29]=[CH:28][CH:27]=[CH:26][CH:25]=1. (4) Given the reactants [OH-].[Na+].[Br:3][CH2:4][CH2:5]Br.[F:7][C:8]1[CH:13]=[CH:12][C:11]([OH:14])=[CH:10][CH:9]=1, predict the reaction product. The product is: [Br:3][CH2:4][CH2:5][O:14][C:11]1[CH:12]=[CH:13][C:8]([F:7])=[CH:9][CH:10]=1. (5) The product is: [C:2]([O:8][CH2:9][N:10]1[C:14]([CH2:15][CH2:16][O:17][CH2:18][CH2:19][CH:20]2[CH2:25][CH2:24][N:23]([C:45](=[O:46])/[CH:44]=[CH:43]/[C:34]3[CH:35]=[CH:36][C:37]([C:39]([F:40])([F:41])[F:42])=[CH:38][C:33]=3[CH2:32][N:30]3[N:29]=[N:28][C:27]([CH3:26])=[N:31]3)[CH2:22][CH2:21]2)=[CH:13][N:12]=[N:11]1)(=[O:7])[C:3]([CH3:5])([CH3:6])[CH3:4]. Given the reactants Cl.[C:2]([O:8][CH2:9][N:10]1[C:14]([CH2:15][CH2:16][O:17][CH2:18][CH2:19][CH:20]2[CH2:25][CH2:24][NH:23][CH2:22][CH2:21]2)=[CH:13][N:12]=[N:11]1)(=[O:7])[C:3]([CH3:6])([CH3:5])[CH3:4].[CH3:26][C:27]1[N:28]=[N:29][N:30]([CH2:32][C:33]2[CH:38]=[C:37]([C:39]([F:42])([F:41])[F:40])[CH:36]=[CH:35][C:34]=2/[CH:43]=[CH:44]/[C:45](O)=[O:46])[N:31]=1.C(P1(=O)OP(CCC)(=O)OP(CCC)(=O)O1)CC.C(N(CC)CC)C, predict the reaction product.